From a dataset of Catalyst prediction with 721,799 reactions and 888 catalyst types from USPTO. Predict which catalyst facilitates the given reaction. (1) Reactant: [OH:1][C:2]1[CH:11]=[C:10]2[C:5]([C:6]([NH:12][C:13]3[CH:18]=[C:17]([NH:19][C:20]([C:22]4[CH:27]=[CH:26][N:25]=[C:24]([N:28]5[CH2:33][CH2:32][O:31][CH2:30][CH2:29]5)[CH:23]=4)=[O:21])[CH:16]=[CH:15][C:14]=3[CH3:34])=[N:7][CH:8]=[N:9]2)=[CH:4][C:3]=1[O:35][CH3:36].C1(C)C=CC(S(O[CH2:47][CH2:48][CH2:49][S:50]([CH3:53])(=[O:52])=[O:51])(=O)=O)=CC=1.C(=O)([O-])[O-].[Cs+].[Cs+].CN(C)C(=O)C. Product: [CH3:36][O:35][C:3]1[CH:4]=[C:5]2[C:10](=[CH:11][C:2]=1[O:1][CH2:47][CH2:48][CH2:49][S:50]([CH3:53])(=[O:52])=[O:51])[N:9]=[CH:8][N:7]=[C:6]2[NH:12][C:13]1[CH:18]=[C:17]([NH:19][C:20]([C:22]2[CH:27]=[CH:26][N:25]=[C:24]([N:28]3[CH2:33][CH2:32][O:31][CH2:30][CH2:29]3)[CH:23]=2)=[O:21])[CH:16]=[CH:15][C:14]=1[CH3:34]. The catalyst class is: 6. (2) Reactant: CC1(C)N([O])C(C)(C)CCC1.[C:12]([OH:15])(=[O:14])[CH3:13].[C:12]([OH:15])(=[O:14])[CH3:13].IC1C=CC=CC=1.[CH3:27][C:28]1([CH2:32][CH2:33][CH2:34][CH2:35][CH2:36][CH2:37][CH2:38]CCO)[CH2:31][O:30][CH2:29]1.C(O)(=O)CC(CC(O)=O)(C(O)=O)O. Product: [CH3:27][C:28]1([CH2:32][CH2:33][CH2:34][CH2:35][CH2:36][CH2:37][CH2:38][CH2:13][C:12]([OH:15])=[O:14])[CH2:29][O:30][CH2:31]1. The catalyst class is: 47. (3) Reactant: [F:1][C:2]1[CH:9]=[C:8](O)[CH:7]=[CH:6][C:3]=1[C:4]#[N:5].N1C=CC=CC=1.[F:17][C:18]([F:31])([F:30])[S:19](O[S:19]([C:18]([F:31])([F:30])[F:17])(=[O:21])=[O:20])(=[O:21])=[O:20]. Product: [F:1][C:2]1[CH:9]=[C:8]([S:19]([C:18]([F:31])([F:30])[F:17])(=[O:21])=[O:20])[CH:7]=[CH:6][C:3]=1[C:4]#[N:5]. The catalyst class is: 247. (4) Reactant: C(NC(C)C)(C)C.[Li]CCCC.[C:13]([O:16][C:17]([CH3:20])([CH3:19])[CH3:18])(=[O:15])[CH3:14].[C:21]1([C:27]([C:43]2[CH:48]=[CH:47][CH:46]=[CH:45][CH:44]=2)([C:37]2[CH:42]=[CH:41][CH:40]=[CH:39][CH:38]=2)[O:28][CH2:29][CH:30]([OH:36])[CH2:31][C:32](OC)=[O:33])[CH:26]=[CH:25][CH:24]=[CH:23][CH:22]=1. Product: [C:21]1([C:27]([C:43]2[CH:48]=[CH:47][CH:46]=[CH:45][CH:44]=2)([C:37]2[CH:38]=[CH:39][CH:40]=[CH:41][CH:42]=2)[O:28][CH2:29][CH:30]([OH:36])[CH2:31][C:32](=[O:33])[CH2:14][C:13]([O:16][C:17]([CH3:20])([CH3:19])[CH3:18])=[O:15])[CH:22]=[CH:23][CH:24]=[CH:25][CH:26]=1. The catalyst class is: 20. (5) Reactant: [CH3:1][C:2]1[CH:7]=[CH:6][N:5]=[CH:4][C:3]=1[NH2:8].[CH3:9][C:10]([O:13][C:14](O[C:14]([O:13][C:10]([CH3:12])([CH3:11])[CH3:9])=[O:15])=[O:15])([CH3:12])[CH3:11]. Product: [CH3:1][C:2]1[CH:7]=[CH:6][N:5]=[CH:4][C:3]=1[NH:8][C:14](=[O:15])[O:13][C:10]([CH3:12])([CH3:11])[CH3:9]. The catalyst class is: 1. (6) Reactant: [Cl:1][C:2]1[CH:8]=[CH:7][C:5]([NH2:6])=[CH:4][CH:3]=1.[CH:9]1([CH:15]=O)[CH2:14][CH2:13][CH2:12][CH2:11][CH2:10]1.[OH:17][C:18]1[CH:23]=[CH:22][C:21]([CH2:24][CH2:25][C:26](=[O:35])[CH2:27][C:28](=[O:34])[C:29]([O:31]CC)=O)=[CH:20][CH:19]=1. Product: [Cl:1][C:2]1[CH:8]=[CH:7][C:5]([N:6]2[CH:15]([CH:9]3[CH2:14][CH2:13][CH2:12][CH2:11][CH2:10]3)[C:27]([C:26](=[O:35])[CH2:25][CH2:24][C:21]3[CH:20]=[CH:19][C:18]([OH:17])=[CH:23][CH:22]=3)=[C:28]([OH:34])[C:29]2=[O:31])=[CH:4][CH:3]=1. The catalyst class is: 15. (7) Reactant: [CH3:1][O:2][C:3]1[CH:8]=[CH:7][C:6]([C:9]2[CH:10]=[N:11][C:12]([NH:15][C:16]3[CH:24]=[CH:23][C:19]([C:20]([OH:22])=[O:21])=[CH:18][CH:17]=3)=[N:13][CH:14]=2)=[CH:5][CH:4]=1.[CH3:25]OC(=O)C1C=CC(NC2N=CC(Br)=CN=2)=CC=1.B(O)(O)C1C=CC(OC)=CC=1.C([O-])([O-])=O.[K+].[K+]. Product: [CH3:25][O:21][C:20](=[O:22])[C:19]1[CH:23]=[CH:24][C:16]([NH:15][C:12]2[N:11]=[CH:10][C:9]([C:6]3[CH:5]=[CH:4][C:3]([O:2][CH3:1])=[CH:8][CH:7]=3)=[CH:14][N:13]=2)=[CH:17][CH:18]=1. The catalyst class is: 128. (8) Reactant: [NH2:1][C:2]1[N:7]=[C:6]([C:8]2[CH:15]=[CH:14][C:11]([C:12]#[N:13])=[C:10](F)[CH:9]=2)[CH:5]=[C:4]([N:17]2[CH2:22][CH2:21]O[CH2:19][C@H:18]2[CH:23]([CH3:25])[CH3:24])[N:3]=1.[OH2:26].[NH2:27][NH2:28]. Product: [NH2:1][C:2]1[N:7]=[C:6]([C:8]2[CH:9]=[C:10]3[C:11]([C:12]([NH2:13])=[N:27][NH:28]3)=[CH:14][CH:15]=2)[CH:5]=[C:4]([N:17]2[CH2:22][CH2:21][O:26][CH2:19][C@H:18]2[CH:23]([CH3:24])[CH3:25])[N:3]=1. The catalyst class is: 14.